Task: Predict which catalyst facilitates the given reaction.. Dataset: Catalyst prediction with 721,799 reactions and 888 catalyst types from USPTO (1) Reactant: [F:1][C:2]([F:30])([CH2:28][OH:29])[CH2:3][N:4]1[C:8]([C:9]2[CH:14]=[CH:13][C:12]([F:15])=[CH:11][CH:10]=2)=[C:7]([C:16]2[CH:17]=[CH:18][C:19]3[O:24][CH2:23][C:22](=[O:25])[NH:21][C:20]=3[CH:26]=2)[C:6]([CH3:27])=[N:5]1.[C:31](OC(=O)C)(=[O:33])[CH3:32]. Product: [C:31]([O:29][CH2:28][C:2]([F:1])([F:30])[CH2:3][N:4]1[C:8]([C:9]2[CH:10]=[CH:11][C:12]([F:15])=[CH:13][CH:14]=2)=[C:7]([C:16]2[CH:17]=[CH:18][C:19]3[O:24][CH2:23][C:22](=[O:25])[NH:21][C:20]=3[CH:26]=2)[C:6]([CH3:27])=[N:5]1)(=[O:33])[CH3:32]. The catalyst class is: 13. (2) Reactant: Br[C:2]1[N:7]=[C:6]2[N:8]([CH2:11][C:12]3[CH:13]=[C:14]4[C:19](=[CH:20][CH:21]=3)[N:18]=[CH:17][CH:16]=[CH:15]4)[N:9]=[N:10][C:5]2=[N:4][CH:3]=1.[CH3:22][C:23]1[N:24]=[CH:25][NH:26][CH:27]=1.[F-].[Cs+]. Product: [CH3:22][C:23]1[N:24]=[CH:25][N:26]([C:2]2[N:7]=[C:6]3[N:8]([CH2:11][C:12]4[CH:13]=[C:14]5[C:19](=[CH:20][CH:21]=4)[N:18]=[CH:17][CH:16]=[CH:15]5)[N:9]=[N:10][C:5]3=[N:4][CH:3]=2)[CH:27]=1. The catalyst class is: 47. (3) Reactant: [Cl:1][C:2]1[CH:6]=[N:5][N:4]([CH:7]([CH3:9])[CH3:8])[C:3]=1[C:10]1[CH:11]=[C:12]([NH2:18])[CH:13]=[CH:14][C:15]=1[O:16][CH3:17].[Cl:19][C:20]1[CH:25]=[C:24]([C:26]([F:29])([F:28])[F:27])[CH:23]=[CH:22][C:21]=1[N:30]=[C:31]=[O:32]. Product: [Cl:1][C:2]1[CH:6]=[N:5][N:4]([CH:7]([CH3:9])[CH3:8])[C:3]=1[C:10]1[CH:11]=[C:12]([NH:18][C:31]([NH:30][C:21]2[CH:22]=[CH:23][C:24]([C:26]([F:27])([F:29])[F:28])=[CH:25][C:20]=2[Cl:19])=[O:32])[CH:13]=[CH:14][C:15]=1[O:16][CH3:17]. The catalyst class is: 2. (4) Reactant: [N:1]1[C:14]2[C:5](=[C:6]([NH:15][C:16]([CH2:18][CH2:19][CH2:20][CH2:21][CH2:22][CH2:23][CH2:24][CH2:25][C:26](O)=[O:27])=[O:17])[CH:7]=[C:8]3[C:13]=2[N:12]=[CH:11][CH:10]=[CH:9]3)[CH:4]=[CH:3][CH:2]=1.[CH3:29][C:30]1([CH3:38])[CH2:37][C:35](=[O:36])[CH2:34][C:32](=[O:33])[CH2:31]1.C1(N=C=NC2CCCCC2)CCCCC1. Product: [N:1]1[C:14]2[C:5](=[C:6]([NH:15][C:16](=[O:17])[CH2:18][CH2:19][CH2:20][CH2:21][CH2:22][CH2:23][CH2:24][CH2:25][C:26](=[C:34]3[C:32](=[O:33])[CH2:31][C:30]([CH3:38])([CH3:29])[CH2:37][C:35]3=[O:36])[OH:27])[CH:7]=[C:8]3[C:13]=2[N:12]=[CH:11][CH:10]=[CH:9]3)[CH:4]=[CH:3][CH:2]=1. The catalyst class is: 456. (5) Reactant: [Cl:1][C:2]1[N:3]=[CH:4][C:5]2[CH:10]=[CH:9][NH:8][C:6]=2[N:7]=1.Br[C:12]1[CH:24]=[C:23]([F:25])[C:15]([CH2:16][N:17]2[CH2:22][CH2:21][O:20][CH2:19][CH2:18]2)=[C:14]([F:26])[CH:13]=1.[O-]P([O-])([O-])=O.[K+].[K+].[K+].N[C@@H]1CCCC[C@H]1N. Product: [Cl:1][C:2]1[N:3]=[CH:4][C:5]2[CH:10]=[CH:9][N:8]([C:12]3[CH:13]=[C:14]([F:26])[C:15]([CH2:16][N:17]4[CH2:22][CH2:21][O:20][CH2:19][CH2:18]4)=[C:23]([F:25])[CH:24]=3)[C:6]=2[N:7]=1. The catalyst class is: 185. (6) Reactant: [C:1]1([C:10]([O:12]C)=[O:11])[CH:2]=[CH:3][N:4]2[C:9]=1[CH2:8][CH2:7][CH2:6][CH2:5]2.[Li+].[OH-].Cl. Product: [C:1]1([C:10]([OH:12])=[O:11])[CH:2]=[CH:3][N:4]2[C:9]=1[CH2:8][CH2:7][CH2:6][CH2:5]2. The catalyst class is: 38.